From a dataset of Full USPTO retrosynthesis dataset with 1.9M reactions from patents (1976-2016). Predict the reactants needed to synthesize the given product. Given the product [CH2:1]([O:8][C:9]1[CH:18]=[C:17]2[C:12]([CH2:13][CH2:14][CH:15]([CH2:19][CH:20]=[O:21])[O:16]2)=[CH:11][CH:10]=1)[C:2]1[CH:3]=[CH:4][CH:5]=[CH:6][CH:7]=1, predict the reactants needed to synthesize it. The reactants are: [CH2:1]([O:8][C:9]1[CH:18]=[C:17]2[C:12]([CH2:13][CH2:14][CH:15]([CH:19]=[CH:20][O:21]C)[O:16]2)=[CH:11][CH:10]=1)[C:2]1[CH:7]=[CH:6][CH:5]=[CH:4][CH:3]=1.Cl(O)(=O)(=O)=O.[NH4+].[OH-].